This data is from NCI-60 drug combinations with 297,098 pairs across 59 cell lines. The task is: Regression. Given two drug SMILES strings and cell line genomic features, predict the synergy score measuring deviation from expected non-interaction effect. (1) Drug 1: C1=CC=C(C(=C1)C(C2=CC=C(C=C2)Cl)C(Cl)Cl)Cl. Drug 2: CC1CCCC2(C(O2)CC(NC(=O)CC(C(C(=O)C(C1O)C)(C)C)O)C(=CC3=CSC(=N3)C)C)C. Cell line: SK-MEL-5. Synergy scores: CSS=43.9, Synergy_ZIP=5.09, Synergy_Bliss=3.67, Synergy_Loewe=-25.3, Synergy_HSA=3.59. (2) Drug 1: COC1=C(C=C2C(=C1)N=CN=C2NC3=CC(=C(C=C3)F)Cl)OCCCN4CCOCC4. Drug 2: CC1=C(C(=CC=C1)Cl)NC(=O)C2=CN=C(S2)NC3=CC(=NC(=N3)C)N4CCN(CC4)CCO. Cell line: CAKI-1. Synergy scores: CSS=77.9, Synergy_ZIP=-3.02, Synergy_Bliss=-3.28, Synergy_Loewe=1.49, Synergy_HSA=4.81. (3) Drug 1: C1CCN(CC1)CCOC2=CC=C(C=C2)C(=O)C3=C(SC4=C3C=CC(=C4)O)C5=CC=C(C=C5)O. Drug 2: CC1=C2C(C(=O)C3(C(CC4C(C3C(C(C2(C)C)(CC1OC(=O)C(C(C5=CC=CC=C5)NC(=O)C6=CC=CC=C6)O)O)OC(=O)C7=CC=CC=C7)(CO4)OC(=O)C)O)C)OC(=O)C. Cell line: MOLT-4. Synergy scores: CSS=53.2, Synergy_ZIP=-1.35, Synergy_Bliss=-5.15, Synergy_Loewe=-43.6, Synergy_HSA=-7.42. (4) Drug 1: CCC1(CC2CC(C3=C(CCN(C2)C1)C4=CC=CC=C4N3)(C5=C(C=C6C(=C5)C78CCN9C7C(C=CC9)(C(C(C8N6C=O)(C(=O)OC)O)OC(=O)C)CC)OC)C(=O)OC)O.OS(=O)(=O)O. Drug 2: C1CN1C2=NC(=NC(=N2)N3CC3)N4CC4. Cell line: MALME-3M. Synergy scores: CSS=15.5, Synergy_ZIP=-3.95, Synergy_Bliss=0.774, Synergy_Loewe=-3.81, Synergy_HSA=-3.47. (5) Drug 1: CC1=CC=C(C=C1)C2=CC(=NN2C3=CC=C(C=C3)S(=O)(=O)N)C(F)(F)F. Drug 2: CCCCCOC(=O)NC1=NC(=O)N(C=C1F)C2C(C(C(O2)C)O)O. Cell line: TK-10. Synergy scores: CSS=2.37, Synergy_ZIP=-2.34, Synergy_Bliss=-4.43, Synergy_Loewe=-4.87, Synergy_HSA=-4.87.